Dataset: Forward reaction prediction with 1.9M reactions from USPTO patents (1976-2016). Task: Predict the product of the given reaction. (1) Given the reactants [F:1][C:2]1[C:7]([F:8])=[CH:6][CH:5]=[CH:4][C:3]=1[C:9]1[N:17]=[C:12]2[CH:13]=[N:14][NH:15][CH:16]=[C:11]2[N:10]=1.Cl[CH2:19][C:20]1[O:24][N:23]=[C:22]([C:25]2[CH:30]=[CH:29][C:28]([O:31][CH2:32][CH2:33][CH2:34][F:35])=[CH:27][CH:26]=2)[CH:21]=1, predict the reaction product. The product is: [F:1][C:2]1[C:7]([F:8])=[CH:6][CH:5]=[CH:4][C:3]=1[C:9]1[N:17]=[C:12]2[CH:13]=[N:14][N:15]([CH2:19][C:20]3[O:24][N:23]=[C:22]([C:25]4[CH:30]=[CH:29][C:28]([O:31][CH2:32][CH2:33][CH2:34][F:35])=[CH:27][CH:26]=4)[CH:21]=3)[CH:16]=[C:11]2[N:10]=1. (2) Given the reactants [OH-].[Na+].C[O:4][C:5](=[O:41])[CH2:6][C:7]1[CH:12]=[CH:11][C:10]([C:13]2[CH:18]=[CH:17][C:16]([C:19]([CH2:37][CH3:38])([C:22]3[CH:27]=[CH:26][C:25]([C:28]#[C:29][C:30]4([OH:35])[CH2:34][CH2:33][CH2:32][CH2:31]4)=[C:24]([CH3:36])[CH:23]=3)[CH2:20][CH3:21])=[CH:15][C:14]=2[CH3:39])=[CH:9][C:8]=1[F:40].[Cl-].[NH4+], predict the reaction product. The product is: [CH2:20]([C:19]([C:16]1[CH:17]=[CH:18][C:13]([C:10]2[CH:11]=[CH:12][C:7]([CH2:6][C:5]([OH:41])=[O:4])=[C:8]([F:40])[CH:9]=2)=[C:14]([CH3:39])[CH:15]=1)([C:22]1[CH:27]=[CH:26][C:25]([C:28]#[C:29][C:30]2([OH:35])[CH2:34][CH2:33][CH2:32][CH2:31]2)=[C:24]([CH3:36])[CH:23]=1)[CH2:37][CH3:38])[CH3:21].